Dataset: Catalyst prediction with 721,799 reactions and 888 catalyst types from USPTO. Task: Predict which catalyst facilitates the given reaction. (1) Reactant: [C:1]([C:3]1[CH:21]=[CH:20][C:6]([C:7]([NH:9][C:10]2[CH:19]=[CH:18][C:13]([C:14](OC)=[O:15])=[CH:12][CH:11]=2)=[O:8])=[CH:5][CH:4]=1)#[N:2].O.[NH2:23][NH2:24]. Product: [C:1]([C:3]1[CH:21]=[CH:20][C:6]([C:7]([NH:9][C:10]2[CH:19]=[CH:18][C:13]([C:14]([NH:23][NH2:24])=[O:15])=[CH:12][CH:11]=2)=[O:8])=[CH:5][CH:4]=1)#[N:2]. The catalyst class is: 14. (2) Product: [CH2:22]([C:26]1[O:30][N:29]=[C:28]([CH2:31][NH:32][C:2]2[C:11]3[C:6](=[CH:7][CH:8]=[CH:9][CH:10]=3)[N:5]=[CH:4][C:3]=2[N+:12]([O-:14])=[O:13])[CH:27]=1)[CH2:23][CH2:24][CH3:25]. Reactant: Cl[C:2]1[C:11]2[C:6](=[CH:7][CH:8]=[CH:9][CH:10]=2)[N:5]=[CH:4][C:3]=1[N+:12]([O-:14])=[O:13].C(N(CC)CC)C.[CH2:22]([C:26]1[O:30][N:29]=[C:28]([CH2:31][NH2:32])[CH:27]=1)[CH2:23][CH2:24][CH3:25]. The catalyst class is: 4. (3) Product: [O:15]=[C:11]1[C:12]2[NH:13][C:14]3[C:6](=[CH:5][CH:4]=[CH:3][C:2]=3[NH:1][S:19]([CH:17]([CH3:18])[CH3:16])(=[O:21])=[O:20])[C:7]=2[CH2:8][CH2:9][CH2:10]1. The catalyst class is: 17. Reactant: [NH2:1][C:2]1[CH:3]=[CH:4][CH:5]=[C:6]2[C:14]=1[NH:13][C:12]1[C:11](=[O:15])[CH2:10][CH2:9][CH2:8][C:7]2=1.[CH3:16][CH:17]([S:19](Cl)(=[O:21])=[O:20])[CH3:18]. (4) Reactant: [Na+].[I-:2].[N:3]1([C:14]([O:16][C:17]([CH3:20])([CH3:19])[CH3:18])=[O:15])[CH2:8][CH2:7][CH:6]([C:9]([O:11][CH2:12]Cl)=[O:10])[CH2:5][CH2:4]1. Product: [N:3]1([C:14]([O:16][C:17]([CH3:20])([CH3:19])[CH3:18])=[O:15])[CH2:8][CH2:7][CH:6]([C:9]([O:11][CH2:12][I:2])=[O:10])[CH2:5][CH2:4]1. The catalyst class is: 10. (5) Reactant: [Br:1][C:2]1[C:3]([CH3:10])=[N:4][C:5]([NH:8][NH2:9])=[CH:6][CH:7]=1.Cl[C:12](OC(Cl)(Cl)Cl)=[O:13]. Product: [Br:1][C:2]1[CH:7]=[CH:6][C:5]2[N:4]([C:12](=[O:13])[NH:9][N:8]=2)[C:3]=1[CH3:10]. The catalyst class is: 26.